This data is from Catalyst prediction with 721,799 reactions and 888 catalyst types from USPTO. The task is: Predict which catalyst facilitates the given reaction. (1) The catalyst class is: 100. Reactant: O1CCCCC1[O:7][NH:8][C:9]([C:11]1[CH:12]=[N:13][C:14]([NH:17][CH:18]2[CH:23]3[CH:19]2[CH2:20][N:21]([S:24]([C:27]2[CH:36]=[CH:35][C:34]4[C:29](=[CH:30][CH:31]=[CH:32][CH:33]=4)[CH:28]=2)(=[O:26])=[O:25])[CH2:22]3)=[N:15][CH:16]=1)=[O:10].C(O)(C(F)(F)F)=O. Product: [OH:7][NH:8][C:9]([C:11]1[CH:16]=[N:15][C:14]([NH:17][CH:18]2[CH:23]3[CH:19]2[CH2:20][N:21]([S:24]([C:27]2[CH:36]=[CH:35][C:34]4[C:29](=[CH:30][CH:31]=[CH:32][CH:33]=4)[CH:28]=2)(=[O:26])=[O:25])[CH2:22]3)=[N:13][CH:12]=1)=[O:10]. (2) Reactant: CC(C)([O-])C.[K+].[CH3:7][C:8]1[C:13]([CH3:14])=[CH:12][CH:11]=[CH:10][C:9]=1[OH:15].[CH2:16]([O:18][C:19](=[O:24])[CH:20]=[C:21](Cl)[CH3:22])[CH3:17]. Product: [CH2:16]([O:18][C:19](=[O:24])/[CH:20]=[C:21](/[O:15][C:9]1[CH:10]=[CH:11][CH:12]=[C:13]([CH3:14])[C:8]=1[CH3:7])\[CH3:22])[CH3:17]. The catalyst class is: 7. (3) The catalyst class is: 313. Product: [O:16]1[CH2:17][CH2:18][CH:13]([O:12][C:11]2[CH:10]=[CH:9][CH:8]=[C:3]3[C:2]=2[N:1]=[C:21]([OH:19])[N:22]=[C:4]3[OH:6])[CH2:14][CH2:15]1. Reactant: [NH2:1][C:2]1[C:11]([O:12][CH:13]2[CH2:18][CH2:17][O:16][CH2:15][CH2:14]2)=[CH:10][CH:9]=[CH:8][C:3]=1[C:4]([O:6]C)=O.[O:19]([C:21]#[N:22])[K].C(OCC)(=O)C. (4) Reactant: B(O)(O)[C@H]1N(C([C@@H](N)C(C)C)=O)CCC1.CS(O)(=O)=O.[CH3:21][N:22]([CH3:38])[CH2:23][C@@H:24]([CH3:37])[C@:25]([C:29]1[CH:34]=[CH:33][CH:32]=[C:31]([O:35][CH3:36])[CH:30]=1)([OH:28])[CH2:26][CH3:27].CN(C)C[C@H](C)[C@@](C1C=CC=C(OC)C=1)(O)CC.[ClH:57]. Product: [ClH:57].[CH3:38][N:22]([CH3:21])[CH2:23][C@@H:24]([CH3:37])[C@:25]([C:29]1[CH:34]=[CH:33][CH:32]=[C:31]([O:35][CH3:36])[CH:30]=1)([OH:28])[CH2:26][CH3:27]. The catalyst class is: 95. (5) Reactant: [OH-].[K+].[CH2:3]([C:7]1[C:17]([CH2:18][C:19]2[N:24]=[C:23]([C:25]([O:27]C)=[O:26])[CH:22]=[CH:21][CH:20]=2)=[C:10]2[CH:11]=[CH:12][C:13]([O:15][CH3:16])=[CH:14][N:9]2[N:8]=1)[CH:4]([CH3:6])[CH3:5].Cl. Product: [CH2:3]([C:7]1[C:17]([CH2:18][C:19]2[N:24]=[C:23]([C:25]([OH:27])=[O:26])[CH:22]=[CH:21][CH:20]=2)=[C:10]2[CH:11]=[CH:12][C:13]([O:15][CH3:16])=[CH:14][N:9]2[N:8]=1)[CH:4]([CH3:6])[CH3:5]. The catalyst class is: 5. (6) Reactant: [Cl:1][C:2]1[CH:3]=[C:4]2[C:8](=[CH:9][CH:10]=1)[N:7]([C:11]1[N:15]([CH3:16])[N:14]=[C:13]([CH3:17])[C:12]=1[CH2:18][OH:19])[CH:6]=[CH:5]2.Cl[S:21]([N:24]=[C:25]=[O:26])(=[O:23])=[O:22].N1C=CC=CC=1.[CH:33]([O:36][CH2:37][CH2:38][NH2:39])([CH3:35])[CH3:34]. Product: [CH:33]([O:36][CH2:37][CH2:38][NH:39][S:21]([NH:24][C:25](=[O:26])[O:19][CH2:18][C:12]1[C:13]([CH3:17])=[N:14][N:15]([CH3:16])[C:11]=1[N:7]1[C:8]2[C:4](=[CH:3][C:2]([Cl:1])=[CH:10][CH:9]=2)[CH:5]=[CH:6]1)(=[O:23])=[O:22])([CH3:35])[CH3:34]. The catalyst class is: 47. (7) Reactant: Br[C:2]1[CH:7]=[CH:6][C:5]([N:8]2[C:12]([C:13]3[CH:18]=[CH:17][N:16]=[CH:15][CH:14]=3)=[CH:11][N:10]=[CH:9]2)=[CH:4][CH:3]=1.N#N.[C:21]([Si:23]([CH3:26])([CH3:25])[CH3:24])#[CH:22]. Product: [CH3:24][Si:23]([C:21]#[C:22][C:2]1[CH:7]=[CH:6][C:5]([N:8]2[C:12]([C:13]3[CH:18]=[CH:17][N:16]=[CH:15][CH:14]=3)=[CH:11][N:10]=[CH:9]2)=[CH:4][CH:3]=1)([CH3:26])[CH3:25]. The catalyst class is: 724. (8) Product: [Cl:23][C:24]1[CH:30]=[CH:29][C:27]([NH:28][C:42]2[C:43]3[C:48](=[CH:47][CH:46]=[CH:45][CH:44]=3)[C:39]([CH2:38][C:36]3[CH:35]=[CH:34][N:33]=[C:32]([CH3:31])[CH:37]=3)=[N:40][N:41]=2)=[CH:26][CH:25]=1. Reactant: O=P12OP3(OP(OP(O3)(O1)=O)(=O)O2)=O.Cl.C(N(CC)CC)C.[Cl:23][C:24]1[CH:30]=[CH:29][C:27]([NH2:28])=[CH:26][CH:25]=1.[CH3:31][C:32]1[CH:37]=[C:36]([CH2:38][C:39]2[C:48]3[C:43](=[CH:44][CH:45]=[CH:46][CH:47]=3)[C:42](=O)[NH:41][N:40]=2)[CH:35]=[CH:34][N:33]=1.C(=O)([O-])[O-].[Na+].[Na+]. The catalyst class is: 138. (9) Reactant: [N:1]1[CH:6]=[CH:5][CH:4]=[C:3](B(O)O)[CH:2]=1.Cl[C:11]1[S:12][CH:13]=[C:14]([Cl:16])[N:15]=1.C(O)C.C([O-])([O-])=O.[K+].[K+]. Product: [Cl:16][C:14]1[N:15]=[C:11]([C:3]2[CH:2]=[N:1][CH:6]=[CH:5][CH:4]=2)[S:12][CH:13]=1. The catalyst class is: 109.